This data is from Forward reaction prediction with 1.9M reactions from USPTO patents (1976-2016). The task is: Predict the product of the given reaction. (1) Given the reactants [NH2:1][CH2:2][CH2:3][OH:4].[CH3:5][C:6]([Si:9](Cl)([CH3:11])[CH3:10])([CH3:8])[CH3:7].N1C=CN=C1, predict the reaction product. The product is: [Si:9]([O:4][CH2:3][CH2:2][NH2:1])([C:6]([CH3:8])([CH3:7])[CH3:5])([CH3:11])[CH3:10]. (2) Given the reactants [Br:1]Br.[CH2:3]([O:5][C:6]1[C:7]([OH:14])=[C:8]([CH:11]=[CH:12][CH:13]=1)[CH:9]=[O:10])[CH3:4], predict the reaction product. The product is: [Br:1][C:12]1[CH:13]=[C:6]([O:5][CH2:3][CH3:4])[C:7]([OH:14])=[C:8]([CH:11]=1)[CH:9]=[O:10]. (3) The product is: [CH3:1][O:2][C:3](=[O:12])[CH:4]([N:24]1[CH2:25][CH2:26][N:21]([CH3:20])[CH2:22][CH2:23]1)[C:6]1[CH:11]=[CH:10][CH:9]=[CH:8][CH:7]=1. Given the reactants [CH3:1][O:2][C:3](=[O:12])[CH:4]([C:6]1[CH:11]=[CH:10][CH:9]=[CH:8][CH:7]=1)Br.C(N(CC)CC)C.[CH3:20][N:21]1[CH2:26][CH2:25][NH:24][CH2:23][CH2:22]1, predict the reaction product.